From a dataset of Full USPTO retrosynthesis dataset with 1.9M reactions from patents (1976-2016). Predict the reactants needed to synthesize the given product. (1) Given the product [F:7][CH:3]([CH2:4][CH2:5][N:9]1[C:10](=[O:17])[C:11]2[C:16](=[CH:15][CH:14]=[CH:13][CH:12]=2)[C:8]1=[O:18])[CH2:2][N:9]1[C:10](=[O:17])[C:11]2[C:16](=[CH:15][CH:14]=[CH:13][CH:12]=2)[C:8]1=[O:18], predict the reactants needed to synthesize it. The reactants are: Br[CH2:2][CH:3]([F:7])[CH2:4][CH2:5]Br.[C:8]1(=[O:18])[C:16]2[C:11](=[CH:12][CH:13]=[CH:14][CH:15]=2)[C:10](=[O:17])[NH:9]1.[K]. (2) Given the product [Cl:8][C:5]1[C:4]([NH:9][S:10]([C:13]2[CH:18]=[CH:17][C:16]([O:19][CH3:20])=[CH:15][CH:14]=2)(=[O:12])=[O:11])=[CH:3][C:2]([C:28]2[CH:29]=[CH:30][C:22]3[O:21][CH2:26][CH2:25][O:24][C:23]=3[CH:27]=2)=[CH:7][N:6]=1, predict the reactants needed to synthesize it. The reactants are: Br[C:2]1[CH:3]=[C:4]([NH:9][S:10]([C:13]2[CH:18]=[CH:17][C:16]([O:19][CH3:20])=[CH:15][CH:14]=2)(=[O:12])=[O:11])[C:5]([Cl:8])=[N:6][CH:7]=1.[O:21]1[CH2:26][CH2:25][O:24][C:23]2[CH:27]=[C:28](B(O)O)[CH:29]=[CH:30][C:22]1=2.C(=O)([O-])[O-].[Na+].[Na+]. (3) Given the product [NH:33]1[C:34]2[C:30](=[CH:29][C:28]([O:27][C:2]3[C:11]4[C:6](=[CH:7][C:8]([O:14][CH2:15][CH2:16][CH2:17][N:18]5[CH2:23][CH2:22][N:21]([CH2:24][C:25]#[CH:26])[CH2:20][CH2:19]5)=[C:9]([O:12][CH3:13])[CH:10]=4)[N:5]=[CH:4][N:3]=3)=[CH:36][N:35]=2)[CH:31]=[CH:32]1, predict the reactants needed to synthesize it. The reactants are: Cl[C:2]1[C:11]2[C:6](=[CH:7][C:8]([O:14][CH2:15][CH2:16][CH2:17][N:18]3[CH2:23][CH2:22][N:21]([CH2:24][C:25]#[CH:26])[CH2:20][CH2:19]3)=[C:9]([O:12][CH3:13])[CH:10]=2)[N:5]=[CH:4][N:3]=1.[OH:27][C:28]1[CH:29]=[C:30]2[C:34](=[N:35][CH:36]=1)[NH:33][CH:32]=[CH:31]2.C(=O)([O-])[O-].[K+].[K+].